This data is from Peptide-MHC class I binding affinity with 185,985 pairs from IEDB/IMGT. The task is: Regression. Given a peptide amino acid sequence and an MHC pseudo amino acid sequence, predict their binding affinity value. This is MHC class I binding data. (1) The peptide sequence is KTTARHLGH. The MHC is HLA-A02:03 with pseudo-sequence HLA-A02:03. The binding affinity (normalized) is 0.0847. (2) The peptide sequence is MMARDTAEA. The MHC is HLA-B07:02 with pseudo-sequence HLA-B07:02. The binding affinity (normalized) is 0.0847. (3) The peptide sequence is HSLPRCWLV. The MHC is HLA-A68:02 with pseudo-sequence HLA-A68:02. The binding affinity (normalized) is 0.400.